This data is from Buchwald-Hartwig C-N cross coupling reaction yields with 55,370 reactions. The task is: Predict the reaction yield, written as a fraction of the theoretical maximum amount of product (1.0 means a 100% yield; for example, 0.34 means a 34% yield). (1) The reactants are Clc1cccnc1.Cc1ccc(N)cc1.O=S(=O)(O[Pd]1c2ccccc2-c2ccccc2N~1)C(F)(F)F.CC(C)c1cc(C(C)C)c(-c2ccccc2P(C(C)(C)C)C(C)(C)C)c(C(C)C)c1.CN1CCCN2CCCN=C12.COC(=O)c1ccno1. No catalyst specified. The product is Cc1ccc(Nc2cccnc2)cc1. The yield is 0.266. (2) The reactants are FC(F)(F)c1ccc(Cl)cc1.Cc1ccc(N)cc1.O=S(=O)(O[Pd]1c2ccccc2-c2ccccc2N~1)C(F)(F)F.COc1ccc(OC)c(P(C(C)(C)C)C(C)(C)C)c1-c1c(C(C)C)cc(C(C)C)cc1C(C)C.CCN=P(N=P(N(C)C)(N(C)C)N(C)C)(N(C)C)N(C)C.c1ccc(-c2ccon2)cc1. No catalyst specified. The product is Cc1ccc(Nc2ccc(C(F)(F)F)cc2)cc1. The yield is 0.0702. (3) The reactants are FC(F)(F)c1ccc(I)cc1.Cc1ccc(N)cc1.O=S(=O)(O[Pd]1c2ccccc2-c2ccccc2N~1)C(F)(F)F.COc1ccc(OC)c(P(C(C)(C)C)C(C)(C)C)c1-c1c(C(C)C)cc(C(C)C)cc1C(C)C.CN(C)C(=NC(C)(C)C)N(C)C.COC(=O)c1cc(-c2ccco2)on1. No catalyst specified. The product is Cc1ccc(Nc2ccc(C(F)(F)F)cc2)cc1. The yield is 0.364. (4) The reactants are Clc1cccnc1.Cc1ccc(N)cc1.O=S(=O)(O[Pd]1c2ccccc2-c2ccccc2N~1)C(F)(F)F.COc1ccc(OC)c(P(C(C)(C)C)C(C)(C)C)c1-c1c(C(C)C)cc(C(C)C)cc1C(C)C.CN1CCCN2CCCN=C12.Cc1ccno1. No catalyst specified. The product is Cc1ccc(Nc2cccnc2)cc1. The yield is 0.0896. (5) The reactants are Clc1cccnc1.Cc1ccc(N)cc1.O=S(=O)(O[Pd]1c2ccccc2-c2ccccc2N~1)C(F)(F)F.CC(C)c1cc(C(C)C)c(-c2ccccc2P(C2CCCCC2)C2CCCCC2)c(C(C)C)c1.CN1CCCN2CCCN=C12.CCOC(=O)c1ccon1. No catalyst specified. The product is Cc1ccc(Nc2cccnc2)cc1. The yield is 0.0843.